Dataset: Forward reaction prediction with 1.9M reactions from USPTO patents (1976-2016). Task: Predict the product of the given reaction. (1) The product is: [Br:1][C:2]1[CH:3]=[C:4]([C@H:16]([N:18]([CH:34]2[CH2:36][CH2:35]2)[C:19]([C@@H:21]2[O:26][CH2:25][CH2:24][NH:23][CH2:22]2)=[O:20])[CH3:17])[CH:5]=[C:6]([O:10][CH2:11][CH2:12][CH2:13][O:14][CH3:15])[C:7]=1[O:8][CH3:9].[Br:1][C:2]1[CH:3]=[C:4]([C@@H:16]([N:18]([CH:34]2[CH2:36][CH2:35]2)[C:19]([C@@H:21]2[O:26][CH2:25][CH2:24][NH:23][CH2:22]2)=[O:20])[CH3:17])[CH:5]=[C:6]([O:10][CH2:11][CH2:12][CH2:13][O:14][CH3:15])[C:7]=1[O:8][CH3:9]. Given the reactants [Br:1][C:2]1[CH:3]=[C:4]([CH:16]([N:18]([CH:34]2[CH2:36][CH2:35]2)[C:19]([C@@H:21]2[O:26][CH2:25][CH2:24][N:23](C(OC(C)(C)C)=O)[CH2:22]2)=[O:20])[CH3:17])[CH:5]=[C:6]([O:10][CH2:11][CH2:12][CH2:13][O:14][CH3:15])[C:7]=1[O:8][CH3:9].FC(F)(F)C(O)=O, predict the reaction product. (2) Given the reactants O[C:2]1[C:7]([C:8]#[N:9])=[CH:6][N:5]=[C:4]2[C:10]3[CH:16]=[C:15]([N+:17]([O-:19])=[O:18])[CH:14]=[CH:13][C:11]=3[S:12][C:3]=12.P(Cl)(Cl)([Cl:22])=O, predict the reaction product. The product is: [Cl:22][C:2]1[C:7]([C:8]#[N:9])=[CH:6][N:5]=[C:4]2[C:10]3[CH:16]=[C:15]([N+:17]([O-:19])=[O:18])[CH:14]=[CH:13][C:11]=3[S:12][C:3]=12. (3) The product is: [Br:23][CH2:24][CH2:25][CH2:26][CH2:27][C:10]1([S:14]([C:17]2[CH:18]=[CH:19][CH:20]=[CH:21][CH:22]=2)(=[O:15])=[O:16])[CH2:11][CH2:12][CH2:13]1. Given the reactants C1(S([C:10]2([S:14]([C:17]3[CH:22]=[CH:21][CH:20]=[CH:19][CH:18]=3)(=[O:16])=[O:15])[CH2:13][CH2:12][CH2:11]2)(=O)=O)C=CC=CC=1.[Br:23][CH2:24][CH2:25][CH2:26][CH2:27]Br, predict the reaction product. (4) Given the reactants [F:1][C:2]1[CH:7]=[CH:6][CH:5]=[C:4]([F:8])[C:3]=1[N:9]1[C:14]2[N:15]=[C:16](S(C)(=O)=O)[N:17]=[C:18]([C:19]3[CH:20]=[C:21]([CH:32]=[CH:33][C:34]=3[CH3:35])[C:22]([NH:24][CH2:25][C:26]3[CH:31]=[CH:30][CH:29]=[CH:28][CH:27]=3)=[O:23])[C:13]=2[CH2:12][NH:11][C:10]1=[O:40].[NH2:41][CH2:42][CH2:43][N:44]([CH3:52])[C:45](=[O:51])[O:46][C:47]([CH3:50])([CH3:49])[CH3:48], predict the reaction product. The product is: [F:1][C:2]1[CH:7]=[CH:6][CH:5]=[C:4]([F:8])[C:3]=1[N:9]1[C:14]2[N:15]=[C:16]([NH:41][CH2:42][CH2:43][N:44]([CH3:52])[C:45](=[O:51])[O:46][C:47]([CH3:48])([CH3:49])[CH3:50])[N:17]=[C:18]([C:19]3[CH:20]=[C:21]([C:22]([NH:24][CH2:25][C:26]4[CH:31]=[CH:30][CH:29]=[CH:28][CH:27]=4)=[O:23])[CH:32]=[CH:33][C:34]=3[CH3:35])[C:13]=2[CH2:12][NH:11][C:10]1=[O:40]. (5) Given the reactants [Br:1][C:2]1[CH:35]=[C:34]([F:36])[CH:33]=[CH:32][C:3]=1[O:4][C:5]1[C:6]([NH:20][C:21]2[S:22][CH:23]=[C:24]([CH:26]3[CH2:31][CH2:30][NH:29][CH2:28][CH2:27]3)[N:25]=2)=[N:7][CH:8]=[C:9]([S:11][C:12]2[CH:17]=[CH:16][CH:15]=[C:14]([O:18][CH3:19])[CH:13]=2)[CH:10]=1.C(N(CC)CC)C.[ClH:44].[CH3:45][N:46]([CH3:51])[CH2:47][C:48]([Cl:50])=[O:49].Cl, predict the reaction product. The product is: [ClH:50].[ClH:44].[Br:1][C:2]1[CH:35]=[C:34]([F:36])[CH:33]=[CH:32][C:3]=1[O:4][C:5]1[C:6]([NH:20][C:21]2[S:22][CH:23]=[C:24]([CH:26]3[CH2:31][CH2:30][N:29]([C:48](=[O:49])[CH2:47][N:46]([CH3:51])[CH3:45])[CH2:28][CH2:27]3)[N:25]=2)=[N:7][CH:8]=[C:9]([S:11][C:12]2[CH:17]=[CH:16][CH:15]=[C:14]([O:18][CH3:19])[CH:13]=2)[CH:10]=1. (6) Given the reactants [Cl:1][C:2]1[N:7]=[C:6]([NH:8][C:9]2[CH:10]=[C:11]([C:15]#[C:16][C:17]3[CH:22]=[C:21]([NH:23][C:24](=[O:30])[O:25][C:26]([CH3:29])([CH3:28])[CH3:27])[CH:20]=[CH:19][N:18]=3)[CH:12]=[CH:13][CH:14]=2)[C:5]([Cl:31])=[CH:4][N:3]=1, predict the reaction product. The product is: [Cl:1][C:2]1[N:7]=[C:6]([NH:8][C:9]2[CH:10]=[C:11]([CH2:15][CH2:16][C:17]3[CH:22]=[C:21]([NH:23][C:24](=[O:30])[O:25][C:26]([CH3:27])([CH3:28])[CH3:29])[CH:20]=[CH:19][N:18]=3)[CH:12]=[CH:13][CH:14]=2)[C:5]([Cl:31])=[CH:4][N:3]=1. (7) Given the reactants N1C=CC=C1C(OCC)=O.C(Br)C1C=CC=CC=1.[CH2:19]([N:26]1[CH:30]=[CH:29][CH:28]=[C:27]1[C:31]([OH:33])=[O:32])[C:20]1[CH:25]=[CH:24][CH:23]=[CH:22][CH:21]=1.[NH2:34][C:35]1[S:36][CH:37]=[CH:38][N:39]=1, predict the reaction product. The product is: [CH2:19]([N:26]1[CH:30]=[CH:29][CH:28]=[C:27]1[C:31]([OH:33])=[O:32])[C:20]1[CH:21]=[CH:22][CH:23]=[CH:24][CH:25]=1.[S:36]1[CH:37]=[CH:38][N:39]=[C:35]1[NH:34][C:31]([C:27]1[N:26]([CH2:19][C:20]2[CH:21]=[CH:22][CH:23]=[CH:24][CH:25]=2)[CH:30]=[CH:29][CH:28]=1)=[O:33].